Dataset: hERG potassium channel inhibition data for cardiac toxicity prediction from Karim et al.. Task: Regression/Classification. Given a drug SMILES string, predict its toxicity properties. Task type varies by dataset: regression for continuous values (e.g., LD50, hERG inhibition percentage) or binary classification for toxic/non-toxic outcomes (e.g., AMES mutagenicity, cardiotoxicity, hepatotoxicity). Dataset: herg_karim. (1) The molecule is CS(=O)(=O)Nc1ccc(CCCNCCNc2ccc(Cl)c(Cl)c2)cc1. The result is 1 (blocker). (2) The drug is O=c1[nH]c2ccccc2n1CCCCN1CCC(n2c(=O)[nH]c3ccc(Cl)cc32)CC1. The result is 1 (blocker). (3) The molecule is C[C@@H]1C[C@H](O[C@H](C)c2cc(C(F)(F)F)cc(C(F)(F)F)c2)[C@@H](c2ccc(F)cc2)CNC1=O. The result is 1 (blocker). (4) The compound is CN1c2nc(-c3ccc(Cl)cc3Cl)c(-c3ccc(Cl)cc3)cc2C(NC(=O)CO)CC1(C)C. The result is 1 (blocker).